From a dataset of Reaction yield outcomes from USPTO patents with 853,638 reactions. Predict the reaction yield, written as a fraction of the theoretical maximum amount of product (1.0 means a 100% yield; for example, 0.34 means a 34% yield). The reactants are [C:1]([O:5][C:6]([N:8]1[C:12]([C:14]2[CH:19]=[CH:18][CH:17]=[C:16]([Br:20])[CH:15]=2)([CH3:13])[CH2:11][O:10][S:9]1=[O:21])=[O:7])([CH3:4])([CH3:3])[CH3:2].[OH2:22]. The catalyst is CC#N. The product is [C:1]([O:5][C:6]([N:8]1[C:12]([C:14]2[CH:19]=[CH:18][CH:17]=[C:16]([Br:20])[CH:15]=2)([CH3:13])[CH2:11][O:10][S:9]1(=[O:22])=[O:21])=[O:7])([CH3:2])([CH3:3])[CH3:4]. The yield is 1.00.